From a dataset of Reaction yield outcomes from USPTO patents with 853,638 reactions. Predict the reaction yield, written as a fraction of the theoretical maximum amount of product (1.0 means a 100% yield; for example, 0.34 means a 34% yield). (1) The reactants are C([O:3][C:4]([C:6]12[CH2:24][CH:23]1[CH:22]=[CH:21][CH2:20][CH2:19][CH2:18][CH2:17][CH2:16][CH:15]([NH:25][C:26]([O:28][C:29]([CH3:32])([CH3:31])[CH3:30])=[O:27])[C:14](=[O:33])[N:13]1[CH:9]([CH2:10][CH:11]([O:34][Si:35]([C:38]([CH3:41])([CH3:40])[CH3:39])([CH3:37])[CH3:36])[CH2:12]1)[C:8](=[O:42])[NH:7]2)=[O:5])C.C1COCC1.CO.O.[OH-].[Li+]. The catalyst is O. The product is [C:29]([O:28][C:26]([NH:25][CH:15]1[C:14](=[O:33])[N:13]2[CH:9]([CH2:10][CH:11]([O:34][Si:35]([C:38]([CH3:40])([CH3:39])[CH3:41])([CH3:37])[CH3:36])[CH2:12]2)[C:8](=[O:42])[NH:7][C:6]2([C:4]([OH:5])=[O:3])[CH:23]([CH2:24]2)[CH:22]=[CH:21][CH2:20][CH2:19][CH2:18][CH2:17][CH2:16]1)=[O:27])([CH3:30])([CH3:31])[CH3:32]. The yield is 0.840. (2) The reactants are [CH2:1]([C:3]1[CH:11]=[CH:10][C:6]([C:7]([OH:9])=[O:8])=[CH:5][CH:4]=1)[CH3:2].[N+:12]([O-])([OH:14])=[O:13]. No catalyst specified. The product is [CH2:1]([C:3]1[CH:11]=[CH:10][C:6]([C:7]([OH:9])=[O:8])=[CH:5][C:4]=1[N+:12]([O-:14])=[O:13])[CH3:2]. The yield is 0.948. (3) The reactants are [C:1]([O:5][C:6]([N:8]1[CH2:13][CH2:12][CH:11]([O:14][C:15]2[CH:20]=[CH:19][C:18]([N+:21]([O-])=O)=[CH:17][CH:16]=2)[CH2:10][CH2:9]1)=[O:7])([CH3:4])([CH3:3])[CH3:2]. The catalyst is CO.[Pd]. The product is [C:1]([O:5][C:6]([N:8]1[CH2:13][CH2:12][CH:11]([O:14][C:15]2[CH:20]=[CH:19][C:18]([NH2:21])=[CH:17][CH:16]=2)[CH2:10][CH2:9]1)=[O:7])([CH3:4])([CH3:2])[CH3:3]. The yield is 0.990.